Dataset: Full USPTO retrosynthesis dataset with 1.9M reactions from patents (1976-2016). Task: Predict the reactants needed to synthesize the given product. (1) Given the product [F:9][C:8]([F:11])([F:10])[C:5]1[N:6]=[CH:7][C:2]([CH:17]2[C:26]3[C:21](=[CH:22][CH:23]=[CH:24][CH:25]=3)[CH2:20][CH2:19][N:18]2[C:28]([O:30][CH2:31][C:32]2[CH:37]=[CH:36][CH:35]=[CH:34][CH:33]=2)=[O:29])=[CH:3][CH:4]=1, predict the reactants needed to synthesize it. The reactants are: Br[C:2]1[CH:3]=[CH:4][C:5]([C:8]([F:11])([F:10])[F:9])=[N:6][CH:7]=1.C([Mg]Cl)(C)C.[CH:17]1[C:26]2[C:21](=[CH:22][CH:23]=[CH:24][CH:25]=2)[CH2:20][CH2:19][N:18]=1.Cl[C:28]([O:30][CH2:31][C:32]1[CH:37]=[CH:36][CH:35]=[CH:34][CH:33]=1)=[O:29]. (2) Given the product [O:1]1[CH2:2][CH2:3][N:4]([CH2:7][CH2:8][N:9]([C:14]2[CH:15]=[CH:16][C:17]([C:30]([F:31])([F:33])[F:32])=[C:18]([CH:29]=2)[C:19]([OH:21])=[O:20])[S:10]([CH3:13])(=[O:12])=[O:11])[CH2:5][CH2:6]1, predict the reactants needed to synthesize it. The reactants are: [O:1]1[CH2:6][CH2:5][N:4]([CH2:7][CH2:8][N:9]([C:14]2[CH:15]=[CH:16][C:17]([C:30]([F:33])([F:32])[F:31])=[C:18]([CH:29]=2)[C:19]([O:21]CC2C=CC=CC=2)=[O:20])[S:10]([CH3:13])(=[O:12])=[O:11])[CH2:3][CH2:2]1. (3) Given the product [CH3:15][N:6]1[CH2:5][CH2:4][C:3]2[C:8](=[C:9]([NH2:12])[CH:10]=[CH:11][CH:2]=2)[CH2:7]1, predict the reactants needed to synthesize it. The reactants are: Br[C:2]1[CH:11]=[CH:10][C:9]([N+:12]([O-])=O)=[C:8]2[C:3]=1[CH2:4][CH2:5][N:6]([CH3:15])[CH2:7]2.[H][H].